From a dataset of hERG Central: cardiac toxicity at 1µM, 10µM, and general inhibition. Predict hERG channel inhibition at various concentrations. (1) Results: hERG_inhib (hERG inhibition (general)): blocker. The molecule is COc1cc([N+](=O)[O-])ccc1NC(=O)CN1CCN(C(=O)c2ccco2)CC1. (2) The drug is O=c1c2c3c(sc2n(CCN2CCCCC2)c(=O)n1Cc1ccco1)CCCCC3. Results: hERG_inhib (hERG inhibition (general)): blocker. (3) The drug is COCCNC(=O)CCC1CCN(Cc2cccc(Oc3ccccc3)c2)CC1. Results: hERG_inhib (hERG inhibition (general)): blocker.